From a dataset of Forward reaction prediction with 1.9M reactions from USPTO patents (1976-2016). Predict the product of the given reaction. (1) Given the reactants [CH3:1][C:2]1[O:3][C:4](=[O:19])/[C:5](=[CH:7]\[C:8]2[O:9][C:10]([C:13]3[CH:18]=[CH:17][CH:16]=[CH:15][CH:14]=3)=[CH:11][CH:12]=2)/N=1.Cl.C([OH:23])C, predict the reaction product. The product is: [OH:23]/[C:5](=[CH:7]\[C:8]1[O:9][C:10]([C:13]2[CH:18]=[CH:17][CH:16]=[CH:15][CH:14]=2)=[CH:11][CH:12]=1)/[C:4]([O:3][CH2:2][CH3:1])=[O:19]. (2) Given the reactants [Br:1][C:2]1[CH:7]=[CH:6][C:5]([CH2:8]Br)=[CH:4][CH:3]=1.[SH:10][CH2:11][CH2:12][OH:13].C([O-])([O-])=[O:15].[K+].[K+].C(Cl)Cl.[OH2:23], predict the reaction product. The product is: [Br:1][C:2]1[CH:7]=[CH:6][C:5]([CH2:8][S:10]([CH2:11][CH2:12][OH:13])(=[O:15])=[O:23])=[CH:4][CH:3]=1. (3) The product is: [ClH:39].[ClH:39].[CH2:36]([C:26]1[N:25]([CH2:24][C:21]2[CH:20]=[CH:19][C:18](/[CH:17]=[CH:16]/[CH2:15][N:11]3[CH2:12][CH2:13][O:14][CH:9]([CH2:8][NH2:7])[CH2:10]3)=[CH:23][CH:22]=2)[C:29]2=[N:30][C:31]([CH3:35])=[CH:32][C:33]([CH3:34])=[C:28]2[N:27]=1)[CH3:37]. Given the reactants C(OC(=O)[NH:7][CH2:8][CH:9]1[O:14][CH2:13][CH2:12][N:11]([CH2:15]/[CH:16]=[CH:17]/[C:18]2[CH:23]=[CH:22][C:21]([CH2:24][N:25]3[C:29]4=[N:30][C:31]([CH3:35])=[CH:32][C:33]([CH3:34])=[C:28]4[N:27]=[C:26]3[CH2:36][CH3:37])=[CH:20][CH:19]=2)[CH2:10]1)(C)(C)C.[ClH:39], predict the reaction product. (4) Given the reactants [C-]#N.[Na+].[Cl-].[NH4+:5].[F:6][C:7]1[CH:14]=[CH:13][C:12]([F:15])=[CH:11][C:8]=1[CH:9]=O.[CH3:28][C:27]([O:26][C:24](O[C:24]([O:26][C:27]([CH3:30])([CH3:29])[CH3:28])=[O:25])=[O:25])([CH3:30])[CH3:29].[OH-:31].[Na+].[CH3:33][OH:34], predict the reaction product. The product is: [C:27]([O:26][C:24]([NH:5][CH:9]([C:8]1[CH:11]=[C:12]([F:15])[CH:13]=[CH:14][C:7]=1[F:6])[C:33]([OH:34])=[O:31])=[O:25])([CH3:28])([CH3:29])[CH3:30]. (5) The product is: [OH:27][C:21]1([CH2:20][NH:19][C:15]([C:4]2[C:3]3[C:7](=[CH:8][CH:9]=[CH:10][C:2]=3[Cl:1])[N:6]([CH2:11][CH2:12][O:13][CH3:14])[CH:5]=2)=[O:17])[CH2:26][CH2:25][CH2:24][CH2:23][CH2:22]1. Given the reactants [Cl:1][C:2]1[CH:10]=[CH:9][CH:8]=[C:7]2[C:3]=1[C:4]([C:15]([OH:17])=O)=[CH:5][N:6]2[CH2:11][CH2:12][O:13][CH3:14].Cl.[NH2:19][CH2:20][C:21]1([OH:27])[CH2:26][CH2:25][CH2:24][CH2:23][CH2:22]1.C(Cl)CCl.N1(O)C2C=CC=CC=2N=N1.CCN(C(C)C)C(C)C, predict the reaction product.